From a dataset of Catalyst prediction with 721,799 reactions and 888 catalyst types from USPTO. Predict which catalyst facilitates the given reaction. (1) Reactant: S([O:11][C:12]1[CH:13]=[N:14][C:15]([CH2:18][O:19]C(=O)C)=[CH:16][CH:17]=1)(C1C=CC(C)=CC=1)(=O)=O.[OH-].[Na+].Cl. Product: [OH:11][C:12]1[CH:17]=[CH:16][C:15]([CH2:18][OH:19])=[N:14][CH:13]=1. The catalyst class is: 69. (2) Reactant: C(OC(=O)[NH:7][CH2:8][CH2:9][N:10]1[CH:14]=[C:13]([I:15])[N:12]=[C:11]1[CH3:16])(C)(C)C.[ClH:18].O1CCOCC1. Product: [I:15][C:13]1[N:12]=[C:11]([CH3:16])[N:10]([CH2:9][CH2:8][NH2:7])[CH:14]=1.[ClH:18]. The catalyst class is: 2. (3) Reactant: [F:1][C:2]1[C:3]([C:18](=O)[C:19]2[CH:24]=[CH:23][C:22]([F:25])=[CH:21][CH:20]=2)=[C:4]([NH:9][C:10]([NH:12][CH2:13][C:14]([F:17])([F:16])[F:15])=[O:11])[CH:5]=[CH:6][C:7]=1[F:8].F[C:28]1C(F)=CC=C2[C:29]=1C(C1C=CC(F)=CC=1)(O)N(CC(F)(F)F)C(=O)N2.C(N(CC)CC)C.S(Cl)(Cl)=O.C([Mg]Br)C. Product: [CH2:28]([C:18]1([C:19]2[CH:24]=[CH:23][C:22]([F:25])=[CH:21][CH:20]=2)[C:3]2[C:4](=[CH:5][CH:6]=[C:7]([F:8])[C:2]=2[F:1])[NH:9][C:10](=[O:11])[N:12]1[CH2:13][C:14]([F:17])([F:16])[F:15])[CH3:29]. The catalyst class is: 1. (4) Reactant: C([O-])(=O)C.[Na+].Br[C:7]1[CH:20]=[C:19](Br)[CH:18]=[CH:17][C:8]=1[O:9][C:10]1[C:11]([NH2:16])=[N:12][CH:13]=[CH:14][CH:15]=1.[H][H]. Product: [O:9]([C:10]1[C:11]([NH2:16])=[N:12][CH:13]=[CH:14][CH:15]=1)[C:8]1[CH:7]=[CH:20][CH:19]=[CH:18][CH:17]=1. The catalyst class is: 320. (5) Reactant: [C:1]([N:4]([CH2:18][C:19]1[CH:24]=[CH:23][CH:22]=[CH:21][C:20]=1[OH:25])[C:5]1[CH:10]=[CH:9][CH:8]=[CH:7][C:6]=1[O:11][C:12]1[CH:17]=[CH:16][CH:15]=[CH:14][CH:13]=1)(=[O:3])[CH3:2].[H-].[Na+].Br[CH2:29][C:30]([O:32][CH3:33])=[O:31].Cl. Product: [C:1]([N:4]([CH2:18][C:19]1[CH:24]=[CH:23][CH:22]=[CH:21][C:20]=1[O:25][CH2:29][C:30]([O:32][CH3:33])=[O:31])[C:5]1[CH:10]=[CH:9][CH:8]=[CH:7][C:6]=1[O:11][C:12]1[CH:17]=[CH:16][CH:15]=[CH:14][CH:13]=1)(=[O:3])[CH3:2]. The catalyst class is: 9.